Dataset: Forward reaction prediction with 1.9M reactions from USPTO patents (1976-2016). Task: Predict the product of the given reaction. (1) Given the reactants Cl[C:2]1[C:7]([C:8]([NH2:10])=[O:9])=[CH:6][N:5]=[C:4](Cl)C=1.[O:12]([C:19]1[CH:24]=[CH:23][C:22]([OH:25])=[CH:21][CH:20]=1)[C:13]1[CH:18]=[CH:17][CH:16]=[CH:15][CH:14]=1.[NH:26]1[CH2:30][CH2:29][C@H:28]([NH:31][C:32](=[O:38])OC(C)(C)C)[CH2:27]1.C(O)(=O)[CH:40]=[CH2:41].C(C1C=CC(C2CCN(C(OC(C)(C)C)=O)CC=2)=NC=1NC1C=CC(CCN2CCCC2)=CC=1)(=O)[NH2:45], predict the reaction product. The product is: [C:32]([NH:31][C@H:28]1[CH2:29][CH2:30][N:26]([C:4]2[N:5]=[C:6]([O:25][C:22]3[CH:21]=[CH:20][C:19]([O:12][C:13]4[CH:18]=[CH:17][CH:16]=[CH:15][CH:14]=4)=[CH:24][CH:23]=3)[C:7]([C:8]([NH2:10])=[O:9])=[CH:2][N:45]=2)[CH2:27]1)(=[O:38])[CH:40]=[CH2:41]. (2) Given the reactants [ClH:1].Cl.[F:3][C:4]1[CH:5]=[C:6]([CH:22]([C:31]2([OH:37])[CH2:36][CH2:35][CH2:34][CH2:33][CH2:32]2)[CH2:23][N:24]2[CH2:29][CH2:28][N:27](C)[CH2:26][CH2:25]2)[CH:7]=[CH:8][C:9]=1[O:10][CH2:11][C:12]1[CH:17]=[CH:16][C:15]([C:18](F)(F)F)=[CH:14][CH:13]=1.FC1C=C(C(C2(O)CCCCC2)C(N2CCN(C(OC(C)(C)C)=O)CC2)=O)C=CC=1OCC1C=CC(C)=CC=1, predict the reaction product. The product is: [ClH:1].[ClH:1].[F:3][C:4]1[CH:5]=[C:6]([CH:22]([C:31]2([OH:37])[CH2:32][CH2:33][CH2:34][CH2:35][CH2:36]2)[CH2:23][N:24]2[CH2:25][CH2:26][NH:27][CH2:28][CH2:29]2)[CH:7]=[CH:8][C:9]=1[O:10][CH2:11][C:12]1[CH:13]=[CH:14][C:15]([CH3:18])=[CH:16][CH:17]=1. (3) Given the reactants C(O[C:6]([N:8]1[CH2:12][C:11](=[N:13][O:14][CH3:15])[CH2:10][C@H:9]1[C:16]([OH:18])=O)=[O:7])(C)(C)C.[N:19]([C:22]1[CH:27]=[CH:26][CH:25]=[C:24]([CH3:28])[CH:23]=1)=C=O.[S:29]1[CH:33]=[CH:32][CH:31]=[C:30]1[CH2:34][NH2:35], predict the reaction product. The product is: [CH3:15][O:14][N:13]=[C:11]1[CH2:12][N:8]([C:6]([NH:19][C:22]2[CH:27]=[CH:26][CH:25]=[C:24]([CH3:28])[CH:23]=2)=[O:7])[C@H:9]([C:16]([NH:35][CH2:34][C:30]2[S:29][CH:33]=[CH:32][CH:31]=2)=[O:18])[CH2:10]1. (4) Given the reactants Br[C:2]1[C:8]([F:9])=[CH:7][C:5]([NH2:6])=[C:4]([F:10])[CH:3]=1.[C:11]1(B(O)O)[CH:16]=[CH:15][CH:14]=[CH:13][CH:12]=1.C(=O)([O-])[O-].[K+].[K+].O, predict the reaction product. The product is: [C:11]1([C:2]2[C:8]([F:9])=[CH:7][C:5]([NH2:6])=[C:4]([F:10])[CH:3]=2)[CH:16]=[CH:15][CH:14]=[CH:13][CH:12]=1. (5) Given the reactants [Si:1]([O:18][CH2:19][C:20]1[N:21]=[CH:22][N:23]([CH2:25]C=C)[CH:24]=1)([C:14]([CH3:17])([CH3:16])[CH3:15])([C:8]1[CH:13]=[CH:12][CH:11]=[CH:10][CH:9]=1)[C:2]1[CH:7]=[CH:6][CH:5]=[CH:4][CH:3]=1.[CH3:28][Si:29]([CH3:36])([CH3:35])[CH2:30][CH2:31][O:32][CH2:33]Cl.[C:37](#N)C, predict the reaction product. The product is: [Si:1]([O:18][CH2:19][C:20]1[N:21]=[CH:22][N:23]([CH2:25][O:32][CH2:31][CH2:30][Si:29]([CH3:36])([CH3:35])[CH3:28])[C:24]=1[CH3:37])([C:14]([CH3:16])([CH3:17])[CH3:15])([C:2]1[CH:3]=[CH:4][CH:5]=[CH:6][CH:7]=1)[C:8]1[CH:13]=[CH:12][CH:11]=[CH:10][CH:9]=1.[Si:1]([O:18][CH2:19][C:20]1[N:21]([CH2:33][O:32][CH2:31][CH2:30][Si:29]([CH3:36])([CH3:35])[CH3:28])[CH:22]=[N:23][C:24]=1[CH3:37])([C:14]([CH3:16])([CH3:17])[CH3:15])([C:8]1[CH:13]=[CH:12][CH:11]=[CH:10][CH:9]=1)[C:2]1[CH:7]=[CH:6][CH:5]=[CH:4][CH:3]=1. (6) Given the reactants C(OC(=O)[NH:7][C:8]1[C:17]2[C:12](=[CH:13][CH:14]=[CH:15][CH:16]=2)[C:11]([O:18][C:19]2[CH:24]=[CH:23][N:22]=[C:21]([NH:25][C:26]3[CH:31]=[C:30]([O:32][CH2:33][CH2:34][O:35][CH2:36][CH2:37][O:38][CH2:39][CH2:40][O:41][CH3:42])[CH:29]=[C:28]([O:43][CH3:44])[CH:27]=3)[CH:20]=2)=[CH:10][CH:9]=1)(C)(C)C.C(O)(C(F)(F)F)=O.C([O-])(O)=O.[Na+], predict the reaction product. The product is: [NH2:7][C:8]1[C:17]2[C:12](=[CH:13][CH:14]=[CH:15][CH:16]=2)[C:11]([O:18][C:19]2[CH:24]=[CH:23][N:22]=[C:21]([NH:25][C:26]3[CH:31]=[C:30]([O:32][CH2:33][CH2:34][O:35][CH2:36][CH2:37][O:38][CH2:39][CH2:40][O:41][CH3:42])[CH:29]=[C:28]([O:43][CH3:44])[CH:27]=3)[CH:20]=2)=[CH:10][CH:9]=1. (7) The product is: [F:23][C:19]1[CH:18]=[C:17]([CH:22]=[CH:21][CH:20]=1)[CH2:16][N:14]1[CH:15]=[C:11]([C:10]2[C:4]3[C:5](=[N:6][CH:7]=[C:2]([C:39]4[CH:38]=[CH:37][C:36]([N:50]5[CH2:51][CH2:52][N:53]([C:56]([O:58][C:59]([CH3:61])([CH3:60])[CH3:62])=[O:57])[CH2:54][CH2:55]5)=[C:35]([CH3:34])[CH:40]=4)[CH:3]=3)[N:8]([S:24]([C:27]3[CH:28]=[CH:29][C:30]([CH3:31])=[CH:32][CH:33]=3)(=[O:25])=[O:26])[CH:9]=2)[CH:12]=[N:13]1. Given the reactants Br[C:2]1[CH:3]=[C:4]2[C:10]([C:11]3[CH:12]=[N:13][N:14]([CH2:16][C:17]4[CH:22]=[CH:21][CH:20]=[C:19]([F:23])[CH:18]=4)[CH:15]=3)=[CH:9][N:8]([S:24]([C:27]3[CH:33]=[CH:32][C:30]([CH3:31])=[CH:29][CH:28]=3)(=[O:26])=[O:25])[C:5]2=[N:6][CH:7]=1.[CH3:34][C:35]1[CH:40]=[C:39](B2OC(C)(C)C(C)(C)O2)[CH:38]=[CH:37][C:36]=1[N:50]1[CH2:55][CH2:54][N:53]([C:56]([O:58][C:59]([CH3:62])([CH3:61])[CH3:60])=[O:57])[CH2:52][CH2:51]1.C(=O)([O-])[O-].[Na+].[Na+], predict the reaction product. (8) Given the reactants ON1C2C=CC=CC=2N=N1.Cl.CN(C)CCCN=C=NCC.[F:23][C:24]1[CH:25]=[C:26]([CH:30]=[CH:31][C:32]=1[N+:33]([O-:35])=[O:34])[C:27]([OH:29])=O.[CH2:36]([NH:41][CH2:42][CH2:43][CH:44]([CH3:46])[CH3:45])[CH2:37][CH:38]([CH3:40])[CH3:39], predict the reaction product. The product is: [F:23][C:24]1[CH:25]=[C:26]([CH:30]=[CH:31][C:32]=1[N+:33]([O-:35])=[O:34])[C:27]([N:41]([CH2:42][CH2:43][CH:44]([CH3:46])[CH3:45])[CH2:36][CH2:37][CH:38]([CH3:39])[CH3:40])=[O:29]. (9) Given the reactants NC1C(Cl)=CC(OC(F)(F)F)=CC=1C(NCC1C=C(Cl)C=CC=1SCC)=O.[Cl:28][C:29]1[C:30](C2OCCO2)=[C:31]([O:54][C:55]([F:58])([F:57])[F:56])[CH:32]=[C:33]2[C:38]=1[NH:37][C:36](=[O:39])[N:35]([CH2:40][C:41]1[CH:46]=[C:45]([Cl:47])[CH:44]=[CH:43][C:42]=1[S:48]([CH2:51][CH3:52])(=O)=O)[C:34]2=[O:53], predict the reaction product. The product is: [Cl:28][C:29]1[CH:30]=[C:31]([O:54][C:55]([F:56])([F:57])[F:58])[CH:32]=[C:33]2[C:38]=1[NH:37][C:36](=[O:39])[N:35]([CH2:40][C:41]1[CH:46]=[C:45]([Cl:47])[CH:44]=[CH:43][C:42]=1[S:48][CH2:51][CH3:52])[C:34]2=[O:53].